The task is: Binary Classification. Given a miRNA mature sequence and a target amino acid sequence, predict their likelihood of interaction.. This data is from Experimentally validated miRNA-target interactions with 360,000+ pairs, plus equal number of negative samples. (1) The miRNA is hsa-miR-1256 with sequence AGGCAUUGACUUCUCACUAGCU. The protein sequence of the target gene is MARRFQEELAAFLFEYDTPRMVLVRNKKVGVIFRLIQLVVLVYVIGWVFLYEKGYQTSSGLISSVSVKLKGLAVTQLPGLGPQVWDVADYVFPAQGDNSFVVMTNFIVTPKQTQGYCAEHPEGGICKEDSGCTPGKAKRKAQGIRTGKCVAFNDTVKTCEIFGWCPVEVDDDIPRPALLREAENFTLFIKNSISFPRFKVNRRNLVEEVNAAHMKTCLFHKTLHPLCPVFQLGYVVQESGQNFSTLAEKGGVVGITIDWHCDLDWHVRHCRPIYEFHGLYEEKNLSPGFNFRFARHFVEN.... Result: 0 (no interaction). (2) The miRNA is hsa-miR-6505-5p with sequence UUGGAAUAGGGGAUAUCUCAGC. The protein sequence of the target gene is MPLTSAFRAVDNDPGIIVWRIEKMELALVPVSAHGNFYEGDCYVILSTRRVASLLSQDIHFWIGKDSSQDEQSCAAIYTTQLDDYLGGSPVQHREVQYHESDTFRGYFKQGIIYKQGGVASGMKHVETNTYDVKRLLHVKGKRNIRATEVEMSWDSFNRGDVFLLDLGKVIIQWNGPESNSGERLKAMLLAKDIRDRERGGRAKIGVIEGDKEAASPELMKVLQDTLGRRSIIKPTVPDEIIDQKQKSTIMLYHISDSAGQLAVTEVATRPLVQDLLNHDDCYILDQSGTKIYVWKGKGA.... Result: 0 (no interaction). (3) The miRNA is hsa-miR-1275 with sequence GUGGGGGAGAGGCUGUC. The protein sequence of the target gene is MELSLESLGGLHSVAHAQAGELLSPGHARSAAAQHRGLVAPGRPGLVAGMASLLDGGGGGGGGGAGGAGGAGSAGGGADFRGELAGPLHPAMGMACEAPGLGGTYTTLTPLQHLPPLAAVADKFHQHAAAAAVAGAHGGHPHAHPHPAAAPPPPPPPQRLAASVSGSFTLMRDERAALASVGHLYGPYGKELPAMGSPLSPLPNALPPALHGAPQPPPPPPPPPLAAYGPPGHLAGDKLLPPAAFEPHAALLGRAEDALARGLPGGGGGTGSGGAGSGSAAGLLAPLGGLAAAGAHGPHG.... Result: 1 (interaction). (4) The miRNA is mmu-miR-539-5p with sequence GGAGAAAUUAUCCUUGGUGUGU. The protein sequence of the target gene is MAVDLLAARGTEPVTFRDVAVSFSQDEWLHLDPAQRSLYREVMLENYSNLASLGFQASIPPVIGKLQKGQDPCMEREAPEDTCLDFEIWPEIEALPPKQDVLTKETSHGLIKNGSTKCVYWKISFGELVKTECRDIAQEQEKKVHGPGAESPKETTSEDGTPTGFEPEKPLFISKALVSQEGDPTESVPATYHTSEKDLPQDFDLMRSFQMYPGQKPHVCSECGKGFTQSLHLLEHKRLHTGEKPYKCSECGKSFSHRSSLLAHQRTHTGEKPYKCSECEKAFGSSSTLIKHLRVHTGEK.... Result: 0 (no interaction). (5) The miRNA is hsa-miR-297 with sequence AUGUAUGUGUGCAUGUGCAUG. The protein sequence of the target gene is MPAGGRAGSLKDPDVAELFFKDDPEKLFSDLREIGHGSFGAVYFARDVRNSEVVAIKKMSYSGKQSNEKWQDIIKEVRFLQKLRHPNTIQYRGCYLREHTAWLVMEYCLGSASDLLEVHKKPLQEVEIAAVTHGALQGLAYLHSHNMIHRDVKAGNILLSEPGLVKLGDFGSASIMAPANSFVGTPYWMAPEVILAMDEGQYDGKVDVWSLGITCIELAERKPPLFNMNAMSALYHIAQNESPALQSGHWSEYFRNFVDSCLQKIPQDRPTSEVLLKHRFVLRERPPTVIMDLIQRTKDA.... Result: 0 (no interaction). (6) The miRNA is rno-miR-135a-5p with sequence UAUGGCUUUUUAUUCCUAUGUGA. The protein sequence of the target gene is MRPMRIFVNDDRHVMAKHSSVYPTQEELEAVQNMVSHTERALKAVSDWIDEQEKGSSEQAESDNMDVPPEDDSKEGAGEQKTEHMTRTLRGVMRVGLVAKGLLLKGDLDLELVLLCKEKPTTALLDKVADNLAIQLAAVTEDKYEILQSVDDAAIVIKNTKEPPLSLTIHLTSPVVREEMEKVLAGETLSVNDPPDVLDRQKCLAALASLRHAKWFQARANGLKSCVIVIRVLRDLCTRVPTWGPLRGWPLELLCEKSIGTANRPMGAGEALRRVLECLASGIVMPDGSGIYDPCEKEAT.... Result: 0 (no interaction). (7) The miRNA is hsa-miR-449b-5p with sequence AGGCAGUGUAUUGUUAGCUGGC. The protein sequence of the target gene is MRNWCLCQICTCGSDYRPYEIVKQPRHIPEEYKPKQGKIDLGTTYKRDFNPYKVQPLIKVRPVERQQVKKGKLDTVPTYKDDYRSWDIQKCELCKPEQAYHPPDVKFGNSTTFQDDYVPQEIKPRQSFKPCSVVKCSVGPFNGDTSHRRDYVPHQLEVKFARPKEIYKPTDQPFEDLTTHRNDFQGLAGETAKICRPAYTRVTQNIQFKGSTEFRDSFQPWEIPPPKVKKVAEYVPPSGSMQLNSTSHLDYVPYQASRVVAIRPVSHRRQSNFPFQGKSTTKEDFPAWEICRQGLIKQQQ.... Result: 0 (no interaction). (8) The miRNA is cfa-miR-539 with sequence GGAGAAAUUAUCCUUGGUGUGU. The protein sequence of the target gene is MQGPYSLNGYRVRVYRQDSATQWFTGIITHHDLFTRTMIVMNDQVLEPQNVDPSMVQMTFLDDVVHSLLKGENIGITSRRRSRASQNISTVHGHYTRAQANSPRPAMNSQAAVPKQNTHQQQQQRSIRPNKRKGSDSSIPDEEKMKEDKYDCVSRGENPKGKNKHVVTKRRKPEEAEKRLSMKRLRTDNASDASESSDAESSSKRVTETSSSEPMPEYEPKNKVTSKVNGEEGQSQAAEEAGEETLIDTRPPWDQMQEDKNHNEGEKPKSTDSHLQDKMTLRSSEQATVADHNSNDSVLQ.... Result: 0 (no interaction). (9) Result: 1 (interaction). The miRNA is hsa-miR-34b-3p with sequence CAAUCACUAACUCCACUGCCAU. The protein sequence of the target gene is MDFENLFSKPPNPALGKTATDSDERIDDEIDTEVEETQEEKIKLECEQIPKKFRHSAISPKSSLHRKSRSKDYDVYSDNDICSQESEDNFAKELQQYIQAREMANAAQPEESTKKEGVKDTPQAAKQKNKNLKAGHKNGKQKKMKRKWPGPGNKGSNALLRNSGSQEEDGKPKEKQQHLSQAFINQHTVERKGKQICKYFLERKCIKGDQCKFDHDAEIEKKKEMCKFYVQGYCTRGENCLYLHNEYPCKFYHTGTKCYQGEYCKFSHAPLTPETQELLAKVLDTEKKSCK. (10) The miRNA is dme-miR-4-3p with sequence AUAAAGCUAGACAACCAUUGA. The protein sequence of the target gene is MDFLEEPFPDVGTYEDFHTIDWLREKSRDTDRHRKITSKSKESIWEFIKSLLDAWSGWVVMLLIGLLAGTLAGVIDLAVDWMTDLKEGVCLSAFWYSHEQCCWTSNETTFEDRDKCPLWQKWSELLLSQSEGASAYILNYLMYILWALLFAFLAVSLVRVFAPYACGSGIPEIKTILSGFIIRGYLGKWTLLIKTVTLVLVVSSGLSLGKEGPLVHVACCCGNFFSSLFSKYSKNEGKRREVLSAAAAAGVSVAFGAPIGGVLFSLEEVSYYFPLKTLWRSFFAALVAAFTLRSINPFGN.... Result: 0 (no interaction).